This data is from Drug-target binding data from BindingDB using IC50 measurements. The task is: Regression. Given a target protein amino acid sequence and a drug SMILES string, predict the binding affinity score between them. We predict pIC50 (pIC50 = -log10(IC50 in M); higher means more potent). Dataset: bindingdb_ic50. (1) The drug is O=C(O)c1cc(Br)ccc1/N=C/c1nc(-c2cccc(OC(F)(F)F)c2)oc1O. The target protein (P96618) has sequence MIYGIGLDITELKRIASMAGRQKRFAERILTRSELDQYYELSEKRKNEFLAGRFAAKEAFSKAFGTGIGRQLSFQDIEIRKDQNGKPYIICTKLSQAAVHVSITHTKEYAAAQVVIERLSS. The pIC50 is 4.8. (2) The small molecule is Cc1cc(F)ccc1C1CCN(CCC(=O)N2c3ccccc3C[C@H]2C(=O)N(C)C)CC1. The target protein (P41146) has sequence MEPLFPAPFWEVIYGSHLQGNLSLLSPNHSLLPPHLLLNASHGAFLPLGLKVTIVGLYLAVCVGGLLGNCLVMYVILRHTKMKTATNIYIFNLALADTLVLLTLPFQGTDILLGFWPFGNALCKTVIAIDYYNMFTSTFTLTAMSVDRYVAICHPIRALDVRTSSKAQAVNVAIWALASVVGVPVAIMGSAQVEDEEIECLVEIPTPQDYWGPVFAICIFLFSFIVPVLVISVCYSLMIRRLRGVRLLSGSREKDRNLRRITRLVLVVVAVFVGCWTPVQVFVLAQGLGVQPSSETAVAILRFCTALGYVNSCLNPILYAFLDENFKACFRKFCCASALRRDVQVSDRVRSIAKDVALACKTSETVPRPA. The pIC50 is 7.4. (3) The compound is Clc1ccc(CC[C@@]2(Cn3ccnc3)OC[C@@H](CSc3ccncc3)O2)cc1. The target protein (P04800) has sequence MDLLSALTLETWVLLAVVLVLLYGFGTRTHGLFKKQGIPGPKPLPFFGTVLNYYMGLWKFDVECHKKYGKIWGLFDGQMPLFAITDTEMIKNVLVKECFSVFTNRRDFGPVGIMGKAVSVAKDEEWKRYRALLSPTFTSGRLKEMFPIIEQYGDILVKYLKQEAETGKPVTMKKVFGAYSMDVITSTSFGVNVDSLNNPKDPFVEKTKKLLRFDFFDPLFLSVVLFPFLTPIYEMLNICMFPKDSIEFFKKFVYRMKETRLDSVQKHRVDFLQLMMNAHNDSKDKESHTALSDMEITAQSIIFIFAGYEPTSSTLSFVLHSLATHPDTQKKLQEEIDRALPNKAPPTYDTVMEMEYLDMVLNETLRLYPIGNRLERVCKKDVEINGVFMPKGSVVMIPSYALHRDPQHWPEPEEFRPERFSKENKGSIDPYVYLPFGNGPRNCIGMRFALMNMKLALTKVLQNFSFQPCKETQIPLKLSRQGLLQPTKPIILKVVPRDEI.... The pIC50 is 5.2.